This data is from Forward reaction prediction with 1.9M reactions from USPTO patents (1976-2016). The task is: Predict the product of the given reaction. (1) Given the reactants [CH3:1][O:2][C:3](=[O:33])[CH2:4][CH2:5][CH2:6][CH2:7][CH2:8][O:9][C:10]1[C:31]([OH:32])=[CH:30][C:13]2[N:14]([C:23]3[CH:28]=[CH:27][C:26]([CH3:29])=[CH:25][CH:24]=3)[C:15]([C:17]3[CH:22]=[CH:21][CH:20]=[CH:19][CH:18]=3)=[N:16][C:12]=2[CH:11]=1.[CH3:34]I, predict the reaction product. The product is: [CH3:1][O:2][C:3](=[O:33])[CH2:4][CH2:5][CH2:6][CH2:7][CH2:8][O:9][C:10]1[C:31]([O:32][CH3:34])=[CH:30][C:13]2[N:14]([C:23]3[CH:24]=[CH:25][C:26]([CH3:29])=[CH:27][CH:28]=3)[C:15]([C:17]3[CH:22]=[CH:21][CH:20]=[CH:19][CH:18]=3)=[N:16][C:12]=2[CH:11]=1. (2) Given the reactants [F:1][C:2]1[C:3]([NH2:17])=[N:4][C:5]([O:8][CH2:9][C:10]2[CH:15]=[CH:14][C:13]([CH3:16])=[CH:12][CH:11]=2)=[N:6][CH:7]=1.[CH2:18]=[O:19], predict the reaction product. The product is: [F:1][C:2]1[C:3]([NH:17][CH2:18][OH:19])=[N:4][C:5]([O:8][CH2:9][C:10]2[CH:15]=[CH:14][C:13]([CH3:16])=[CH:12][CH:11]=2)=[N:6][CH:7]=1.